Dataset: Forward reaction prediction with 1.9M reactions from USPTO patents (1976-2016). Task: Predict the product of the given reaction. (1) Given the reactants O=[C:2]1[NH:7][C:6]2[CH:8]=[CH:9][C:10]([NH:12][C:13]([C:15]3[C:16]([C:21]4[CH:26]=[CH:25][C:24]([C:27]([F:30])([F:29])[F:28])=[CH:23][CH:22]=4)=[CH:17][CH:18]=[CH:19][CH:20]=3)=[O:14])=[CH:11][C:5]=2[O:4][CH2:3]1.[H-].[Al+3].[Li+].[H-].[H-].[H-].C(OCC)(=O)C.O, predict the reaction product. The product is: [O:4]1[C:5]2[CH:11]=[C:10]([NH:12][C:13]([C:15]3[C:16]([C:21]4[CH:26]=[CH:25][C:24]([C:27]([F:29])([F:28])[F:30])=[CH:23][CH:22]=4)=[CH:17][CH:18]=[CH:19][CH:20]=3)=[O:14])[CH:9]=[CH:8][C:6]=2[NH:7][CH2:2][CH2:3]1. (2) Given the reactants [CH2:1]([O:3][CH2:4][C:5]1[CH:6]=[C:7]([C:11]2[CH:16]=[CH:15][C:14]([C:17]([CH3:22])([CH3:21])[C:18]([OH:20])=O)=[CH:13][CH:12]=2)[CH:8]=[N:9][CH:10]=1)[CH3:2].[CH2:23]([NH2:27])[CH:24]([CH3:26])[CH3:25], predict the reaction product. The product is: [CH2:1]([O:3][CH2:4][C:5]1[CH:6]=[C:7]([C:11]2[CH:12]=[CH:13][C:14]([C:17]([CH3:22])([CH3:21])[C:18]([NH:27][CH2:23][CH:24]([CH3:26])[CH3:25])=[O:20])=[CH:15][CH:16]=2)[CH:8]=[N:9][CH:10]=1)[CH3:2]. (3) Given the reactants [C:1]([C:5]1[N:9]([CH2:10][CH:11]2[CH2:16][CH2:15][CH:14]([F:17])[CH2:13][CH2:12]2)[C:8]2[CH:18]=[CH:19][C:20]([NH:22]C(=O)C)=[CH:21][C:7]=2[N:6]=1)([CH3:4])([CH3:3])[CH3:2].Cl, predict the reaction product. The product is: [C:1]([C:5]1[N:9]([CH2:10][CH:11]2[CH2:12][CH2:13][CH:14]([F:17])[CH2:15][CH2:16]2)[C:8]2[CH:18]=[CH:19][C:20]([NH2:22])=[CH:21][C:7]=2[N:6]=1)([CH3:4])([CH3:2])[CH3:3]. (4) Given the reactants C(NC(C)C)(C)C.C([Li])CCC.[CH3:13][CH2:14][CH2:15][CH2:16][CH2:17][CH3:18].Cl[Si](C)(C)C.[OH-:24].[Na+].Cl.C1[CH2:31][O:30][CH2:29][CH2:28]1, predict the reaction product. The product is: [CH:14]([C:15]1([CH2:28][C:29]([O:30][CH3:31])=[O:24])[CH2:18][CH2:17][CH2:16]1)=[CH2:13]. (5) Given the reactants NC[C@H](O)C.C(OC(=O)C[C@H](CC=C)C(O)=O)(C)(C)C.[C:21]([OH:27])(=[O:26])[CH2:22][CH2:23][CH:24]=[CH2:25].O[C@H:29]([CH3:46])[CH2:30][NH:31][C:32]([C@@H:34]([CH2:43][CH:44]=[CH2:45])[CH2:35][C:36]([O:38][C:39]([CH3:42])([CH3:41])[CH3:40])=[O:37])=[O:33], predict the reaction product. The product is: [C:21]([O:27][C@H:29]([CH3:46])[CH2:30][NH:31][C:32]([C@@H:34]([CH2:43][CH:44]=[CH2:45])[CH2:35][C:36]([O:38][C:39]([CH3:41])([CH3:40])[CH3:42])=[O:37])=[O:33])(=[O:26])[CH2:22][CH2:23][CH:24]=[CH2:25].